Dataset: Reaction yield outcomes from USPTO patents with 853,638 reactions. Task: Predict the reaction yield, written as a fraction of the theoretical maximum amount of product (1.0 means a 100% yield; for example, 0.34 means a 34% yield). (1) The reactants are C[O:2][C:3]1[CH:4]=[CH:5][C:6]2[O:10][C:9]([C:11]3[CH:16]=[CH:15][C:14]([O:17]C)=[CH:13][CH:12]=3)=[CH:8][C:7]=2[C:19]=1[CH3:20].Cl.N1C=CC=CC=1.Cl. The catalyst is C(OCC)(=O)C. The product is [OH:17][C:14]1[CH:15]=[CH:16][C:11]([C:9]2[O:10][C:6]3[CH:5]=[CH:4][C:3]([OH:2])=[C:19]([CH3:20])[C:7]=3[CH:8]=2)=[CH:12][CH:13]=1. The yield is 0.234. (2) The reactants are [N:1]([CH2:4][C:5]1[CH:13]=[CH:12][C:8]([C:9]([OH:11])=[O:10])=[C:7]([Cl:14])[CH:6]=1)=[N+:2]=[N-:3].O[N:16]1[C:20](=[O:21])[CH2:19][CH2:18][C:17]1=[O:22].C1(N=C=NC2CCCCC2)CCCCC1. The catalyst is O1CCCC1. The product is [N:1]([CH2:4][C:5]1[CH:13]=[CH:12][C:8]([C:9]([O:11][N:16]2[C:20](=[O:21])[CH2:19][CH2:18][C:17]2=[O:22])=[O:10])=[C:7]([Cl:14])[CH:6]=1)=[N+:2]=[N-:3]. The yield is 0.970. (3) The reactants are Br[C:2]1[CH:7]=[CH:6][C:5]([O:8][CH3:9])=[CH:4][CH:3]=1.[Mg].[CH3:11][N:12]([CH3:36])[C:13]1[CH:18]=[CH:17][C:16]([C:19]2[C:24]([N:25]3[CH2:31][CH2:30][C:29](=O)[N:28]([CH3:33])[CH2:27][CH2:26]3)=[CH:23][CH:22]=[C:21]([O:34][CH3:35])[N:20]=2)=[CH:15][CH:14]=1.[B-]C#N.[Na+].[OH-].[Na+]. The yield is 0.180. The product is [CH3:35][O:34][C:21]1[N:20]=[C:19]([C:16]2[CH:17]=[CH:18][C:13]([N:12]([CH3:11])[CH3:36])=[CH:14][CH:15]=2)[C:24]([N:25]2[CH2:31][CH2:30][CH:29]([C:2]3[CH:7]=[CH:6][C:5]([O:8][CH3:9])=[CH:4][CH:3]=3)[N:28]([CH3:33])[CH2:27][CH2:26]2)=[CH:23][CH:22]=1. The catalyst is C(O)(=O)C.C1COCC1. (4) The reactants are Br[C:2]1[N:10]([CH2:11][C:12]2[CH:17]=[CH:16][C:15]([Cl:18])=[CH:14][CH:13]=2)[C:9]2[C:8](=[O:19])[NH:7][C:6](=[O:20])[N:5]([CH3:21])[C:4]=2[N:3]=1.[F:22][C:23]([F:32])([F:31])[C:24]1[CH:25]=[C:26]([OH:30])[CH:27]=[CH:28][CH:29]=1.C(=O)([O-])[O-].[K+].[K+]. The catalyst is CN(C)C=O.C(OCC)(=O)C. The product is [Cl:18][C:15]1[CH:16]=[CH:17][C:12]([CH2:11][N:10]2[C:9]3[C:8](=[O:19])[NH:7][C:6](=[O:20])[N:5]([CH3:21])[C:4]=3[N:3]=[C:2]2[O:30][C:26]2[CH:27]=[CH:28][CH:29]=[C:24]([C:23]([F:22])([F:31])[F:32])[CH:25]=2)=[CH:13][CH:14]=1. The yield is 0.811. (5) The reactants are [Cl:1][C:2]1[CH:7]=[C:6]([O:8][CH3:9])[CH:5]=[C:4]([F:10])[C:3]=1[C:11]1[N:12]=[C:13]([NH2:16])[S:14][CH:15]=1.Cl.[C:18](Cl)(=[O:25])[C:19]1[CH:24]=[CH:23][N:22]=[CH:21][CH:20]=1. The catalyst is C(Cl)Cl.CN(C1C=CN=CC=1)C. The product is [Cl:1][C:2]1[CH:7]=[C:6]([O:8][CH3:9])[CH:5]=[C:4]([F:10])[C:3]=1[C:11]1[N:12]=[C:13]([NH:16][C:18](=[O:25])[C:19]2[CH:24]=[CH:23][N:22]=[CH:21][CH:20]=2)[S:14][CH:15]=1. The yield is 0.420.